Dataset: Peptide-MHC class I binding affinity with 185,985 pairs from IEDB/IMGT. Task: Regression. Given a peptide amino acid sequence and an MHC pseudo amino acid sequence, predict their binding affinity value. This is MHC class I binding data. (1) The peptide sequence is FFSPFFFSL. The MHC is HLA-A02:06 with pseudo-sequence HLA-A02:06. The binding affinity (normalized) is 0.630. (2) The peptide sequence is IAFCNWAFV. The MHC is HLA-A11:01 with pseudo-sequence HLA-A11:01. The binding affinity (normalized) is 0.0847. (3) The peptide sequence is EIRHRSGIQ. The MHC is HLA-B15:01 with pseudo-sequence HLA-B15:01. The binding affinity (normalized) is 0.0847. (4) The peptide sequence is FENAILSMT. The MHC is HLA-B44:03 with pseudo-sequence HLA-B44:03. The binding affinity (normalized) is 0.190. (5) The peptide sequence is TTIEDILPK. The MHC is HLA-A31:01 with pseudo-sequence HLA-A31:01. The binding affinity (normalized) is 0.293. (6) The peptide sequence is EIRHRSGIQ. The MHC is HLA-B15:17 with pseudo-sequence HLA-B15:17. The binding affinity (normalized) is 0.0847.